The task is: Regression. Given two drug SMILES strings and cell line genomic features, predict the synergy score measuring deviation from expected non-interaction effect.. This data is from NCI-60 drug combinations with 297,098 pairs across 59 cell lines. Drug 1: CC1=C(C=C(C=C1)C(=O)NC2=CC(=CC(=C2)C(F)(F)F)N3C=C(N=C3)C)NC4=NC=CC(=N4)C5=CN=CC=C5. Drug 2: C(CC(=O)O)C(=O)CN.Cl. Cell line: U251. Synergy scores: CSS=4.96, Synergy_ZIP=-2.32, Synergy_Bliss=-0.476, Synergy_Loewe=-0.942, Synergy_HSA=-1.17.